Task: Predict the reactants needed to synthesize the given product.. Dataset: Full USPTO retrosynthesis dataset with 1.9M reactions from patents (1976-2016) (1) Given the product [OH:61][C:54]1[C:55](=[O:60])[NH:56][C:57]([CH3:59])=[CH:58][C:53]=1[C:51]([NH:50][CH2:49][CH2:48][N:20]([CH2:19][CH2:18][NH:17][C:15]([C:14]1[CH:13]=[C:12]([CH3:69])[NH:11][C:10](=[O:70])[C:9]=1[OH:8])=[O:16])[CH2:21][CH:22]([NH:29][C:30]([C:32]1[CH:37]=[C:36]([CH3:38])[NH:35][C:34](=[O:39])[C:33]=1[OH:40])=[O:31])[CH2:23][CH2:24][CH2:25][C:26]([OH:28])=[O:27])=[O:52], predict the reactants needed to synthesize it. The reactants are: C([O:8][C:9]1[C:10](=[O:70])[NH:11][C:12]([CH3:69])=[CH:13][C:14]=1[C:15]([NH:17][CH2:18][CH2:19][N:20]([CH2:48][CH2:49][NH:50][C:51]([C:53]1[CH:58]=[C:57]([CH3:59])[NH:56][C:55](=[O:60])[C:54]=1[O:61]CC1C=CC=CC=1)=[O:52])[CH2:21][CH:22]([NH:29][C:30]([C:32]1[CH:37]=[C:36]([CH3:38])[NH:35][C:34](=[O:39])[C:33]=1[O:40]CC1C=CC=CC=1)=[O:31])[CH2:23][CH2:24][CH2:25][C:26]([OH:28])=[O:27])=[O:16])C1C=CC=CC=1.Cl. (2) Given the product [CH3:20][O:1][C:2]1[C:10]2[C:5](=[CH:6][C:7]([C:11]([O:13][CH3:14])=[O:12])=[CH:8][CH:9]=2)[N:4]([C:15]([O:17][CH2:18][CH3:19])=[O:16])[N:3]=1, predict the reactants needed to synthesize it. The reactants are: [OH:1][C:2]1[C:10]2[C:5](=[CH:6][C:7]([C:11]([O:13][CH3:14])=[O:12])=[CH:8][CH:9]=2)[N:4]([C:15]([O:17][CH2:18][CH3:19])=[O:16])[N:3]=1.[C:20](=O)([O-])[O-].[Cs+].[Cs+].CI.